From a dataset of hERG Central: cardiac toxicity at 1µM, 10µM, and general inhibition. Predict hERG channel inhibition at various concentrations. (1) Results: hERG_inhib (hERG inhibition (general)): blocker. The compound is CC(C)Cn1c(SCC(=O)N2CCN(C(=O)c3ccco3)CC2)nc2ccccc2c1=O. (2) The compound is O=C(CCn1nc(-c2ccccc2)ccc1=O)N1CCN(c2ccccn2)CC1. Results: hERG_inhib (hERG inhibition (general)): blocker. (3) The molecule is CCOC(=O)c1cn2nc(Oc3ccc(C#N)cc3)ccc2n1. Results: hERG_inhib (hERG inhibition (general)): blocker.